Dataset: Catalyst prediction with 721,799 reactions and 888 catalyst types from USPTO. Task: Predict which catalyst facilitates the given reaction. (1) Reactant: Cl.[NH:2]1[CH2:7][CH2:6][CH:5]([CH2:8][CH2:9][N:10]2[C:14](=[O:15])[CH2:13][O:12][C:11]2=[O:16])[CH2:4][CH2:3]1.Cl[CH2:18][C:19]1[CH:24]=[CH:23][C:22]([C:25]2[CH:30]=[CH:29][CH:28]=[CH:27][CH:26]=2)=[CH:21][CH:20]=1.C(=O)([O-])[O-].[Na+].[Na+]. Product: [C:22]1([C:25]2[CH:26]=[CH:27][CH:28]=[CH:29][CH:30]=2)[CH:21]=[CH:20][C:19]([CH2:18][N:2]2[CH2:7][CH2:6][CH:5]([CH2:8][CH2:9][N:10]3[C:14](=[O:15])[CH2:13][O:12][C:11]3=[O:16])[CH2:4][CH2:3]2)=[CH:24][CH:23]=1. The catalyst class is: 10. (2) Reactant: [Cl:1][C:2]1[CH:3]=[C:4]([C@@H:8]([OH:34])[CH2:9][N:10]([CH2:18][CH2:19][C:20]2[CH:25]=[CH:24][C:23]([S:26][C:27]3[CH:32]=[CH:31][C:30]([OH:33])=[CH:29][CH:28]=3)=[CH:22][CH:21]=2)[C:11](=[O:17])[O:12][C:13]([CH3:16])([CH3:15])[CH3:14])[CH:5]=[CH:6][CH:7]=1.C(=O)([O-])[O-].[K+].[K+].Br[CH2:42][C:43]([O:45][C:46]([CH3:49])([CH3:48])[CH3:47])=[O:44]. Product: [C:13]([O:12][C:11]([N:10]([CH2:18][CH2:19][C:20]1[CH:25]=[CH:24][C:23]([S:26][C:27]2[CH:28]=[CH:29][C:30]([O:33][CH2:42][C:43]([O:45][C:46]([CH3:49])([CH3:48])[CH3:47])=[O:44])=[CH:31][CH:32]=2)=[CH:22][CH:21]=1)[CH2:9][C@@H:8]([C:4]1[CH:5]=[CH:6][CH:7]=[C:2]([Cl:1])[CH:3]=1)[OH:34])=[O:17])([CH3:16])([CH3:14])[CH3:15]. The catalyst class is: 9. (3) Reactant: [CH3:1][S:2]([N:5]1[CH2:14][CH2:13][C:12]2[C:7](=[CH:8][CH:9]=[C:10]([O:15][CH2:16][CH2:17][CH2:18][C:19]3[CH:24]=[CH:23][C:22]([C:25]4[N:30]=[CH:29][C:28]([CH2:31][OH:32])=[CH:27][N:26]=4)=[CH:21][CH:20]=3)[CH:11]=2)[CH2:6]1)(=[O:4])=[O:3].CS(N1CCC2C(=C[CH:41]=[C:42]([O:47][CH2:48]CCC3C=CC(B4OC(C)(C)C(C)(C)O4)=CC=3)C=2)C1)(=O)=O.ClC1N=CC(CO)=CN=1.C([O-])([O-])=O.[Na+].[Na+]. Product: [CH3:48][O:47][CH2:42][CH2:41][O:32][CH2:31][C:28]1[CH:29]=[N:30][C:25]([C:22]2[CH:23]=[CH:24][C:19]([CH2:18][CH2:17][CH2:16][O:15][C:10]3[CH:11]=[C:12]4[C:7](=[CH:8][CH:9]=3)[CH2:6][N:5]([S:2]([CH3:1])(=[O:4])=[O:3])[CH2:14][CH2:13]4)=[CH:20][CH:21]=2)=[N:26][CH:27]=1. The catalyst class is: 203. (4) Reactant: [S:1]1[CH:5]=[CH:4][C:3]([CH:6]=[O:7])=[CH:2]1.C(=O)([O-])[O-].[K+].[K+].[F:14][C:15]([Si](C)(C)C)([F:17])[F:16]. Product: [F:14][C:15]([F:17])([F:16])[CH:6]([C:3]1[CH:4]=[CH:5][S:1][CH:2]=1)[OH:7]. The catalyst class is: 213. (5) Reactant: CO[CH2:3][N:4]([CH2:10][C:11]1[CH:16]=[CH:15][CH:14]=[CH:13][CH:12]=1)[CH2:5][Si](C)(C)C.[Cl:17][C:18]1[CH:23]=[CH:22][C:21](/[CH:24]=[CH:25]/[N+:26]([O-:28])=[O:27])=[CH:20][CH:19]=1.FC(F)(F)C(O)=O. Product: [CH2:10]([N:4]1[CH2:5][CH:25]([N+:26]([O-:28])=[O:27])[CH:24]([C:21]2[CH:22]=[CH:23][C:18]([Cl:17])=[CH:19][CH:20]=2)[CH2:3]1)[C:11]1[CH:16]=[CH:15][CH:14]=[CH:13][CH:12]=1. The catalyst class is: 2. (6) Reactant: [Br:1][C:2]1[N:3]=[C:4]([NH:11][C:12]2[CH:17]=[CH:16][C:15]([N:18]3[CH2:23][CH2:22][O:21][C@H:20]([CH2:24][OH:25])[CH2:19]3)=[CH:14][CH:13]=2)[C:5]2[N:6]([CH:8]=[CH:9][N:10]=2)[CH:7]=1.C(N(C(C)C)CC)(C)C.[CH3:35][S:36](Cl)(=[O:38])=[O:37]. Product: [CH3:35][S:36]([O:25][CH2:24][C@H:20]1[O:21][CH2:22][CH2:23][N:18]([C:15]2[CH:16]=[CH:17][C:12]([NH:11][C:4]3[C:5]4[N:6]([CH:8]=[CH:9][N:10]=4)[CH:7]=[C:2]([Br:1])[N:3]=3)=[CH:13][CH:14]=2)[CH2:19]1)(=[O:38])=[O:37]. The catalyst class is: 2.